Dataset: Full USPTO retrosynthesis dataset with 1.9M reactions from patents (1976-2016). Task: Predict the reactants needed to synthesize the given product. Given the product [C:27]([O:31][C:32]([N:34]1[CH2:38][CH2:37][C@@H:36]([NH:39][C:24]([C:21]2[C:17]3[N:18]=[CH:19][N:20]=[C:15]([C:7]4[C:8]5[O:12][CH2:11][O:10][C:9]=5[CH:13]=[CH:14][C:6]=4[O:5][CH2:4][CH:1]4[CH2:3][CH2:2]4)[C:16]=3[NH:23][CH:22]=2)=[O:25])[CH2:35]1)=[O:33])([CH3:30])([CH3:28])[CH3:29], predict the reactants needed to synthesize it. The reactants are: [CH:1]1([CH2:4][O:5][C:6]2[CH:14]=[CH:13][C:9]3[O:10][CH2:11][O:12][C:8]=3[C:7]=2[C:15]2[C:16]3[NH:23][CH:22]=[C:21]([C:24](O)=[O:25])[C:17]=3[N:18]=[CH:19][N:20]=2)[CH2:3][CH2:2]1.[C:27]([O:31][C:32]([N:34]1[CH2:38][CH2:37][C@@H:36]([NH2:39])[CH2:35]1)=[O:33])([CH3:30])([CH3:29])[CH3:28].